The task is: Regression/Classification. Given a drug SMILES string, predict its absorption, distribution, metabolism, or excretion properties. Task type varies by dataset: regression for continuous measurements (e.g., permeability, clearance, half-life) or binary classification for categorical outcomes (e.g., BBB penetration, CYP inhibition). For this dataset (solubility_aqsoldb), we predict Y.. This data is from Aqueous solubility values for 9,982 compounds from the AqSolDB database. (1) The compound is Cc1ccc(N)cc1S(=O)(=O)O. The Y is -1.62 log mol/L. (2) The compound is O=C(O)C(=O)c1c(C(=O)O)cccc1C(=O)O. The Y is -0.454 log mol/L.